Dataset: Peptide-MHC class I binding affinity with 185,985 pairs from IEDB/IMGT. Task: Regression. Given a peptide amino acid sequence and an MHC pseudo amino acid sequence, predict their binding affinity value. This is MHC class I binding data. (1) The peptide sequence is LLAQFTSAI. The binding affinity (normalized) is 0.763. The MHC is HLA-A02:02 with pseudo-sequence HLA-A02:02. (2) The peptide sequence is TKDLQKVCY. The MHC is Mamu-B17 with pseudo-sequence Mamu-B17. The binding affinity (normalized) is 0. (3) The peptide sequence is WSIIWPQSD. The MHC is HLA-A01:01 with pseudo-sequence HLA-A01:01. The binding affinity (normalized) is 0. (4) The peptide sequence is RPRGAPTPT. The MHC is HLA-B53:01 with pseudo-sequence HLA-B53:01. The binding affinity (normalized) is 0.213.